From a dataset of Forward reaction prediction with 1.9M reactions from USPTO patents (1976-2016). Predict the product of the given reaction. (1) Given the reactants [CH2:1]([O:8][C:9]1[CH:14]=[CH:13][N:12]([C:15]2[CH:23]=[C:22]3[C:18]([C:19]4[CH2:29][CH2:28][CH2:27][NH:26][CH2:25][C:20]=4[N:21]3[CH3:24])=[CH:17][CH:16]=2)[C:11](=[O:30])[CH:10]=1)[C:2]1[CH:7]=[CH:6][CH:5]=[CH:4][CH:3]=1.[ClH:31].C(OCC)C, predict the reaction product. The product is: [ClH:31].[CH2:1]([O:8][C:9]1[CH:14]=[CH:13][N:12]([C:15]2[CH:23]=[C:22]3[C:18]([C:19]4[CH2:29][CH2:28][CH2:27][NH:26][CH2:25][C:20]=4[N:21]3[CH3:24])=[CH:17][CH:16]=2)[C:11](=[O:30])[CH:10]=1)[C:2]1[CH:3]=[CH:4][CH:5]=[CH:6][CH:7]=1. (2) The product is: [NH2:21][C:13]1[CH:14]=[N:15][C:16]2[C:11]([C:12]=1[NH:24][C:25]1[CH:32]=[CH:31][C:28]([C:29]#[N:30])=[CH:27][C:26]=1[F:33])=[CH:10][C:9]([O:8][CH2:1][C:2]1[CH:3]=[CH:4][CH:5]=[CH:6][CH:7]=1)=[C:18]([O:19][CH3:20])[CH:17]=2. Given the reactants [CH2:1]([O:8][C:9]1[CH:10]=[C:11]2[C:16](=[CH:17][C:18]=1[O:19][CH3:20])[N:15]=[CH:14][C:13]([N+:21]([O-])=O)=[C:12]2[NH:24][C:25]1[CH:32]=[CH:31][C:28]([C:29]#[N:30])=[CH:27][C:26]=1[F:33])[C:2]1[CH:7]=[CH:6][CH:5]=[CH:4][CH:3]=1.O.O.[Sn](Cl)Cl.O.C(OCC)(=O)C, predict the reaction product. (3) Given the reactants [CH:1]1([N:6]2[C:10]3[N:11]=[N:12][C:13]([O:15]C)=[CH:14][C:9]=3[C:8]3[CH:17]=[N:18][C:19]([NH2:21])=[N:20][C:7]2=3)[CH2:5][CH2:4][CH2:3][CH2:2]1.Cl.N1C=CC=CC=1.C(N(CC)CC)C.C1C=CC(N([S:43]([C:46]([F:49])([F:48])[F:47])(=[O:45])=[O:44])[S:43]([C:46]([F:49])([F:48])[F:47])(=[O:45])=[O:44])=CC=1, predict the reaction product. The product is: [F:47][C:46]([F:49])([F:48])[S:43]([O:15][C:13]1[N:12]=[N:11][C:10]2[N:6]([CH:1]3[CH2:5][CH2:4][CH2:3][CH2:2]3)[C:7]3[N:20]=[C:19]([NH2:21])[N:18]=[CH:17][C:8]=3[C:9]=2[CH:14]=1)(=[O:45])=[O:44].